This data is from Full USPTO retrosynthesis dataset with 1.9M reactions from patents (1976-2016). The task is: Predict the reactants needed to synthesize the given product. (1) Given the product [CH2:9]([NH:16][C@H:6]1[CH2:5][CH2:4][O:3][C@@H:2]([CH3:1])[CH2:7]1)[C:10]1[CH:15]=[CH:14][CH:13]=[CH:12][CH:11]=1.[CH2:9]([NH:16][C@@H:6]1[CH2:5][CH2:4][O:3][C@@H:2]([CH3:1])[CH2:7]1)[C:10]1[CH:15]=[CH:14][CH:13]=[CH:12][CH:11]=1, predict the reactants needed to synthesize it. The reactants are: [CH3:1][CH:2]1[CH2:7][C:6](=O)[CH2:5][CH2:4][O:3]1.[CH2:9]([NH2:16])[C:10]1[CH:15]=[CH:14][CH:13]=[CH:12][CH:11]=1.[BH-](OC(C)=O)(OC(C)=O)OC(C)=O.[Na+]. (2) Given the product [CH3:1][O:2][C:3]1[CH:4]=[CH:5][C:6]([N:9]2[CH2:14][CH2:13][N:12]([C:15]3[S:16][C:17]([CH:26]=[O:27])=[C:18]([C:20]4[CH:25]=[CH:24][CH:23]=[CH:22][CH:21]=4)[N:19]=3)[CH2:11][CH2:10]2)=[CH:7][CH:8]=1, predict the reactants needed to synthesize it. The reactants are: [CH3:1][O:2][C:3]1[CH:8]=[CH:7][C:6]([N:9]2[CH2:14][CH2:13][N:12]([C:15]3[S:16][C:17]([CH2:26][OH:27])=[C:18]([C:20]4[CH:25]=[CH:24][CH:23]=[CH:22][CH:21]=4)[N:19]=3)[CH2:11][CH2:10]2)=[CH:5][CH:4]=1. (3) Given the product [Cl:1][C:2]1[CH:3]=[CH:4][C:5]([C:8]2[S:9][C:10]([CH:13]([OH:15])[CH3:14])=[CH:11][N:12]=2)=[CH:6][CH:7]=1, predict the reactants needed to synthesize it. The reactants are: [Cl:1][C:2]1[CH:7]=[CH:6][C:5]([C:8]2[S:9][C:10]([C:13](=[O:15])[CH3:14])=[CH:11][N:12]=2)=[CH:4][CH:3]=1.[BH4-].[Na+].